From a dataset of NCI-60 drug combinations with 297,098 pairs across 59 cell lines. Regression. Given two drug SMILES strings and cell line genomic features, predict the synergy score measuring deviation from expected non-interaction effect. (1) Drug 1: CC1=C2C(C(=O)C3(C(CC4C(C3C(C(C2(C)C)(CC1OC(=O)C(C(C5=CC=CC=C5)NC(=O)OC(C)(C)C)O)O)OC(=O)C6=CC=CC=C6)(CO4)OC(=O)C)OC)C)OC. Drug 2: CC=C1C(=O)NC(C(=O)OC2CC(=O)NC(C(=O)NC(CSSCCC=C2)C(=O)N1)C(C)C)C(C)C. Cell line: SK-MEL-2. Synergy scores: CSS=68.5, Synergy_ZIP=-1.06, Synergy_Bliss=-2.83, Synergy_Loewe=-2.28, Synergy_HSA=1.04. (2) Drug 1: CN(CC1=CN=C2C(=N1)C(=NC(=N2)N)N)C3=CC=C(C=C3)C(=O)NC(CCC(=O)O)C(=O)O. Drug 2: C1=CC(=C(C=C1I)F)NC2=C(C=CC(=C2F)F)C(=O)NOCC(CO)O. Cell line: UACC62. Synergy scores: CSS=55.4, Synergy_ZIP=-6.62, Synergy_Bliss=-8.87, Synergy_Loewe=-7.24, Synergy_HSA=-2.36. (3) Drug 1: CCCS(=O)(=O)NC1=C(C(=C(C=C1)F)C(=O)C2=CNC3=C2C=C(C=N3)C4=CC=C(C=C4)Cl)F. Drug 2: CC(C)(C#N)C1=CC(=CC(=C1)CN2C=NC=N2)C(C)(C)C#N. Cell line: BT-549. Synergy scores: CSS=2.22, Synergy_ZIP=7.03, Synergy_Bliss=3.29, Synergy_Loewe=2.06, Synergy_HSA=1.01. (4) Drug 1: CC1=C(C(=CC=C1)Cl)NC(=O)C2=CN=C(S2)NC3=CC(=NC(=N3)C)N4CCN(CC4)CCO. Drug 2: N.N.Cl[Pt+2]Cl. Cell line: MALME-3M. Synergy scores: CSS=29.8, Synergy_ZIP=1.32, Synergy_Bliss=2.19, Synergy_Loewe=2.07, Synergy_HSA=1.62. (5) Drug 1: C1=CC(=CC=C1C#N)C(C2=CC=C(C=C2)C#N)N3C=NC=N3. Drug 2: CNC(=O)C1=NC=CC(=C1)OC2=CC=C(C=C2)NC(=O)NC3=CC(=C(C=C3)Cl)C(F)(F)F. Cell line: A549. Synergy scores: CSS=0.529, Synergy_ZIP=0.436, Synergy_Bliss=-0.796, Synergy_Loewe=-0.705, Synergy_HSA=-2.45. (6) Drug 1: C1=CC(=C2C(=C1NCCNCCO)C(=O)C3=C(C=CC(=C3C2=O)O)O)NCCNCCO. Drug 2: CN(C)N=NC1=C(NC=N1)C(=O)N. Cell line: OVCAR3. Synergy scores: CSS=26.6, Synergy_ZIP=-0.451, Synergy_Bliss=-1.81, Synergy_Loewe=-14.7, Synergy_HSA=-0.738. (7) Drug 1: CN1CCC(CC1)COC2=C(C=C3C(=C2)N=CN=C3NC4=C(C=C(C=C4)Br)F)OC. Drug 2: C1CN1P(=S)(N2CC2)N3CC3. Cell line: MDA-MB-231. Synergy scores: CSS=18.4, Synergy_ZIP=-5.40, Synergy_Bliss=-4.69, Synergy_Loewe=-1.34, Synergy_HSA=-1.25.